Binary Classification. Given a drug SMILES string, predict its activity (active/inactive) in a high-throughput screening assay against a specified biological target. From a dataset of Cav3 T-type calcium channel HTS with 100,875 compounds. (1) The molecule is O(CC(O)Cn1c2c(nc1)cccc2)c1cc(NC(=O)C)ccc1. The result is 0 (inactive). (2) The compound is FC(F)(F)c1n2nc(cc2nc(c1)c1ccccc1)C(OC)=O. The result is 0 (inactive). (3) The drug is Clc1c(OCC(=O)N2CCCCCC2)ccc(Cl)c1. The result is 0 (inactive). (4) The drug is O(C(=O)N1C(CCC1)C(=O)NC(C(C)C)C(=O)NC(C)C(=O)N)C(C)(C)C. The result is 0 (inactive).